This data is from Reaction yield outcomes from USPTO patents with 853,638 reactions. The task is: Predict the reaction yield, written as a fraction of the theoretical maximum amount of product (1.0 means a 100% yield; for example, 0.34 means a 34% yield). (1) The reactants are C([O:3][C:4](=O)[C:5]1[CH:10]=[C:9]([O:11][CH2:12][CH3:13])[C:8]([N:14]2[CH:18]=[CH:17][CH:16]=[CH:15]2)=[C:7]([O:19][CH2:20][CH3:21])[CH:6]=1)C.[H-].C([Al+]CC(C)C)C(C)C. The catalyst is C1(C)C=CC=CC=1. The product is [CH2:20]([O:19][C:7]1[CH:6]=[C:5]([CH2:4][OH:3])[CH:10]=[C:9]([O:11][CH2:12][CH3:13])[C:8]=1[N:14]1[CH:15]=[CH:16][CH:17]=[CH:18]1)[CH3:21]. The yield is 1.00. (2) The reactants are C[O:2][C:3]([C:5]1[C:13]([NH:14][C:15]2[CH:20]=[CH:19][C:18]([I:21])=[CH:17][C:16]=2[F:22])=[C:12]([F:23])[C:11]2[C:7](=[C:8]([CH3:25])[N:9]([CH3:24])[N:10]=2)[CH:6]=1)=[O:4].[Li+].[OH-]. The catalyst is C1COCC1.O. The product is [F:23][C:12]1[C:11]2[C:7](=[C:8]([CH3:25])[N:9]([CH3:24])[N:10]=2)[CH:6]=[C:5]([C:3]([OH:4])=[O:2])[C:13]=1[NH:14][C:15]1[CH:20]=[CH:19][C:18]([I:21])=[CH:17][C:16]=1[F:22]. The yield is 0.960. (3) The reactants are Br[C:2]1[CH:7]=[CH:6][C:5]([N:8]2[C:14]3=[N:15][C:16]4[C:21]([Cl:22])=[CH:20][CH:19]=[C:18]([CH:23]([CH2:26][CH3:27])[CH2:24][CH3:25])[C:17]=4[N:13]3[CH2:12][CH2:11][CH2:10][CH2:9]2)=[C:4]([O:28][C:29]([F:32])([F:31])[F:30])[CH:3]=1.CC(C)([O-])C.[Na+].C(P(C(C)(C)C)C1C=CC=CC=1C1C=CC=CC=1)(C)(C)C.[CH3:60][NH:61][CH3:62]. The catalyst is C1(C)C=CC=CC=1.O.C1C=CC(/C=C/C(/C=C/C2C=CC=CC=2)=O)=CC=1.C1C=CC(/C=C/C(/C=C/C2C=CC=CC=2)=O)=CC=1.C1C=CC(/C=C/C(/C=C/C2C=CC=CC=2)=O)=CC=1.[Pd].[Pd]. The product is [Cl:22][C:21]1[C:16]2[N:15]=[C:14]3[N:8]([C:5]4[CH:6]=[CH:7][C:2]([N:61]([CH3:62])[CH3:60])=[CH:3][C:4]=4[O:28][C:29]([F:32])([F:30])[F:31])[CH2:9][CH2:10][CH2:11][CH2:12][N:13]3[C:17]=2[C:18]([CH:23]([CH2:26][CH3:27])[CH2:24][CH3:25])=[CH:19][CH:20]=1. The yield is 0.470. (4) The reactants are [CH3:1][C:2]1([CH3:26])[O:6][C@H:5]([CH2:7][N:8]2[C:16]3[C:11](=[CH:12][C:13]([N+:18]([O-])=O)=[C:14]([F:17])[CH:15]=3)[CH:10]=[C:9]2[C:21]([CH3:25])([CH3:24])[CH2:22][OH:23])[CH2:4][O:3]1. The catalyst is C(O)C. The product is [NH2:18][C:13]1[CH:12]=[C:11]2[C:16](=[CH:15][C:14]=1[F:17])[N:8]([CH2:7][C@@H:5]1[CH2:4][O:3][C:2]([CH3:1])([CH3:26])[O:6]1)[C:9]([C:21]([CH3:25])([CH3:24])[CH2:22][OH:23])=[CH:10]2. The yield is 0.790. (5) The reactants are [F:1][C:2]1[CH:9]=[CH:8][C:5]([CH2:6][NH2:7])=[CH:4][CH:3]=1.C[Al](C)C.C([O:16][C:17]([C:19]1[CH:20]=[C:21]2[C:26](=[CH:27][CH:28]=1)[N:25]=[C:24]([NH:29][C@H:30]1[C:38]3[C:33](=[CH:34][CH:35]=[CH:36][CH:37]=3)[CH2:32][CH2:31]1)[CH:23]=[CH:22]2)=O)C.C(C(C(C([O-])=O)O)O)([O-])=O.[K+].[Na+]. The catalyst is O1CCOCC1.C1(C)C=CC=CC=1. The product is [F:1][C:2]1[CH:9]=[CH:8][C:5]([CH2:6][NH:7][C:17]([C:19]2[CH:20]=[C:21]3[C:26](=[CH:27][CH:28]=2)[N:25]=[C:24]([NH:29][C@H:30]2[C:38]4[C:33](=[CH:34][CH:35]=[CH:36][CH:37]=4)[CH2:32][CH2:31]2)[CH:23]=[CH:22]3)=[O:16])=[CH:4][CH:3]=1. The yield is 0.800. (6) The reactants are [C:1]([O:5][C:6]([N:8]1[CH2:13][CH:12]=[C:11](OS(C(F)(F)F)(=O)=O)[CH2:10][CH2:9]1)=[O:7])([CH3:4])([CH3:3])[CH3:2].[CH3:22][C:23]1([CH3:39])[C:27]([CH3:29])([CH3:28])[O:26][B:25]([B:25]2[O:26][C:27]([CH3:29])([CH3:28])[C:23]([CH3:39])([CH3:22])[O:24]2)[O:24]1.C([O-])(=O)C.[K+].C(OCC)(=O)C. The catalyst is O1CCOCC1.C1C=CC(P(C2C=CC=CC=2)[C-]2C=CC=C2)=CC=1.C1C=CC(P(C2C=CC=CC=2)[C-]2C=CC=C2)=CC=1.Cl[Pd]Cl.[Fe+2].C1(C2C=C[C-](P)C=2C2C=CC=CC=2)C=CC=CC=1.[CH-]1C=CC=C1.[Fe+2]. The product is [C:1]([O:5][C:6]([N:8]1[CH2:13][CH:12]=[C:11]([B:25]2[O:26][C:27]([CH3:29])([CH3:28])[C:23]([CH3:39])([CH3:22])[O:24]2)[CH2:10][CH2:9]1)=[O:7])([CH3:4])([CH3:3])[CH3:2]. The yield is 0.830.